This data is from Full USPTO retrosynthesis dataset with 1.9M reactions from patents (1976-2016). The task is: Predict the reactants needed to synthesize the given product. (1) Given the product [N+:1]([C:4]1[CH:5]=[C:6]([CH2:7][OH:8])[CH:10]=[C:11]([C:13]([F:14])([F:15])[F:16])[CH:12]=1)([O-:3])=[O:2], predict the reactants needed to synthesize it. The reactants are: [N+:1]([C:4]1[CH:5]=[C:6]([CH:10]=[C:11]([C:13]([F:16])([F:15])[F:14])[CH:12]=1)[C:7](O)=[O:8])([O-:3])=[O:2].S(C)C. (2) Given the product [I:17][C:6]1[C:7](=[O:9])[NH:8][C:3]([S:2][CH3:1])=[N:4][CH:5]=1, predict the reactants needed to synthesize it. The reactants are: [CH3:1][S:2][C:3]1[NH:8][C:7](=[O:9])[CH:6]=[CH:5][N:4]=1.C1C(=O)N([I:17])C(=O)C1. (3) Given the product [Cl:8][C:6]1[CH:5]=[CH:4][C:3]([C:9]2[CH:18]=[CH:17][CH:16]=[C:15]3[C:10]=2[CH:11]=[CH:12][C:13]([S:19]([NH:22][C:23]2[S:27][N:26]=[CH:25][N:24]=2)(=[O:20])=[O:21])=[CH:14]3)=[C:2]([C:53]2[CH:54]=[N:55][NH:56][CH:57]=2)[CH:7]=1, predict the reactants needed to synthesize it. The reactants are: Br[C:2]1[CH:7]=[C:6]([Cl:8])[CH:5]=[CH:4][C:3]=1[C:9]1[CH:18]=[CH:17][CH:16]=[C:15]2[C:10]=1[CH:11]=[CH:12][C:13]([S:19]([N:22](CC1C=CC(OC)=CC=1OC)[C:23]1[S:27][N:26]=[CH:25][N:24]=1)(=[O:21])=[O:20])=[CH:14]2.C(=O)([O-])[O-].[K+].[K+].CC1(C)C(C)(C)OB([C:53]2[CH:54]=[N:55][N:56](C(OC(C)(C)C)=O)[CH:57]=2)O1.Cl.C(Cl)Cl.C(O)(C(F)(F)F)=O. (4) Given the product [NH2:1][C:2]1[N:11]=[C:10]([C:12]([N:14]2[CH2:15][C:16]3[C:21](=[CH:20][CH:19]=[CH:18][CH:17]=3)[CH2:22]2)=[O:13])[C:9]2[C:4](=[CH:5][CH:6]=[C:7]([C:23]3[CH:33]=[CH:32][CH:31]=[CH:30][C:24]=3[C:25]([OH:27])=[O:26])[CH:8]=2)[N:3]=1, predict the reactants needed to synthesize it. The reactants are: [NH2:1][C:2]1[N:11]=[C:10]([C:12]([N:14]2[CH2:22][C:21]3[C:16](=[CH:17][CH:18]=[CH:19][CH:20]=3)[CH2:15]2)=[O:13])[C:9]2[C:4](=[CH:5][CH:6]=[C:7]([C:23]3[CH:33]=[CH:32][CH:31]=[CH:30][C:24]=3[C:25]([O:27]CC)=[O:26])[CH:8]=2)[N:3]=1. (5) Given the product [Cl:7][C:8]1[CH:13]=[CH:12][C:11]([C:14]2([C:15]#[N:16])[CH2:20][CH2:19][CH2:18]2)=[CH:10][CH:9]=1, predict the reactants needed to synthesize it. The reactants are: CS(C)=O.[H-].[Na+].[Cl:7][C:8]1[CH:13]=[CH:12][C:11]([CH2:14][C:15]#[N:16])=[CH:10][CH:9]=1.Br[CH2:18][CH2:19][CH2:20]Br. (6) Given the product [C:1]([C:3]1[C:7]2[CH2:8][C@@H:9]3[C@@H:14]([CH2:15][C:6]=2[S:5][C:4]=1[N:23]([CH3:24])[C:36](=[O:37])[O:38][C:39]([CH3:40])([CH3:41])[CH3:42])[N:13]([CH3:16])[CH2:12][C@H:11]([C:17](=[O:18])[NH:19][CH2:20][CH2:21][CH3:22])[CH2:10]3)#[N:2], predict the reactants needed to synthesize it. The reactants are: [C:1]([C:3]1[C:7]2[CH2:8][C@@H:9]3[C@@H:14]([CH2:15][C:6]=2[S:5][C:4]=1[NH:23][CH3:24])[N:13]([CH3:16])[CH2:12][C@H:11]([C:17]([NH:19][CH2:20][CH2:21][CH3:22])=[O:18])[CH2:10]3)#[N:2].C(#N)C.[C:39]([O:38][C:36](O[C:36]([O:38][C:39]([CH3:42])([CH3:41])[CH3:40])=[O:37])=[O:37])([CH3:42])([CH3:41])[CH3:40]. (7) Given the product [CH3:33][C:30]1([CH3:34])[CH:29]=[CH:28][C:27]2[N:26]=[CH:25][N:24]=[C:23]([N:6]3[CH2:7][C:8]4[CH:13]=[C:12]([C:14]5[CH:15]=[C:16]([NH2:21])[C:17]([NH2:20])=[N:18][CH:19]=5)[CH:11]=[CH:10][C:9]=4[O:3][CH2:4][CH2:5]3)[C:32]=2[CH2:31]1, predict the reactants needed to synthesize it. The reactants are: Cl.Cl.[O:3]1[C:9]2[CH:10]=[CH:11][C:12]([C:14]3[CH:15]=[C:16]([NH2:21])[C:17]([NH2:20])=[N:18][CH:19]=3)=[CH:13][C:8]=2[CH2:7][NH:6][CH2:5][CH2:4]1.Cl[C:23]1[C:32]2[CH2:31][C:30]([CH3:34])([CH3:33])[CH:29]=[CH:28][C:27]=2[N:26]=[CH:25][N:24]=1.C(N(C(C)C)CC)(C)C.